Dataset: Peptide-MHC class II binding affinity with 134,281 pairs from IEDB. Task: Regression. Given a peptide amino acid sequence and an MHC pseudo amino acid sequence, predict their binding affinity value. This is MHC class II binding data. (1) The peptide sequence is VLAGWLFHVRGARR. The MHC is DRB5_0101 with pseudo-sequence DRB5_0101. The binding affinity (normalized) is 0.654. (2) The peptide sequence is TIAWFRMGGNCAIPITVMEYTECSYNKS. The MHC is DRB1_0701 with pseudo-sequence DRB1_0701. The binding affinity (normalized) is 0.666. (3) The peptide sequence is SYNKRVFCEAVRRVA. The MHC is DRB1_1302 with pseudo-sequence DRB1_1302. The binding affinity (normalized) is 0.279.